The task is: Predict which catalyst facilitates the given reaction.. This data is from Catalyst prediction with 721,799 reactions and 888 catalyst types from USPTO. (1) Reactant: [CH3:1][O:2][C:3](=[O:12])[C:4]1[CH:9]=[C:8]([NH2:10])[CH:7]=[CH:6][C:5]=1[F:11].[Br:13][C:14]1[CH:15]=[C:16]([CH:19]=[CH:20][CH:21]=1)[CH:17]=O. Product: [CH3:1][O:2][C:3](=[O:12])[C:4]1[CH:9]=[C:8]([N:10]=[CH:17][C:16]2[CH:19]=[CH:20][CH:21]=[C:14]([Br:13])[CH:15]=2)[CH:7]=[CH:6][C:5]=1[F:11]. The catalyst class is: 626. (2) Reactant: [CH3:1][S:2]([CH2:5][CH2:6][NH:7][CH2:8][C:9]1[CH:14]=[CH:13][CH:12]=[C:11]([N+:15]([O-:17])=[O:16])[CH:10]=1)(=[O:4])=[O:3].C(N(C(C)C)CC)(C)C.[C:27](O[C:27]([C:29]([F:32])([F:31])[F:30])=[O:28])([C:29]([F:32])([F:31])[F:30])=[O:28]. Product: [F:30][C:29]([F:32])([F:31])[C:27]([N:7]([CH2:6][CH2:5][S:2]([CH3:1])(=[O:4])=[O:3])[CH2:8][C:9]1[CH:14]=[CH:13][CH:12]=[C:11]([N+:15]([O-:17])=[O:16])[CH:10]=1)=[O:28]. The catalyst class is: 2.